From a dataset of Catalyst prediction with 721,799 reactions and 888 catalyst types from USPTO. Predict which catalyst facilitates the given reaction. Reactant: [CH3:1][O:2][C:3]1[CH:8]=[CH:7][CH:6]=[CH:5][C:4]=1[NH:9][C:10](=[O:30])[O:11][CH2:12][C@H:13]1[CH2:17][C@@H:16]([NH:18][S:19]([C:22]2[CH:27]=[C:26]([Br:28])[CH:25]=[CH:24][C:23]=2[Br:29])(=[O:21])=[O:20])[CH2:15][NH:14]1.C[CH2:32][N:33](C(C)C)C(C)C.BrC#N.C(O)C(N)(CO)CO. Product: [CH3:1][O:2][C:3]1[CH:8]=[CH:7][CH:6]=[CH:5][C:4]=1[NH:9][C:10](=[O:30])[O:11][CH2:12][C@H:13]1[CH2:17][C@@H:16]([NH:18][S:19]([C:22]2[CH:27]=[C:26]([Br:28])[CH:25]=[CH:24][C:23]=2[Br:29])(=[O:20])=[O:21])[CH2:15][N:14]1[C:32]#[N:33]. The catalyst class is: 2.